From a dataset of Full USPTO retrosynthesis dataset with 1.9M reactions from patents (1976-2016). Predict the reactants needed to synthesize the given product. Given the product [C:1]([N:4]1[CH2:5][CH2:6][N:7]([C:10]2[CH:11]=[CH:12][C:13]([NH:16][C:17]3[N:22]=[C:21]([NH:23][CH2:24][CH:25]4[CH2:30][CH2:29][N:28]([S:42]([CH3:41])(=[O:44])=[O:43])[CH2:27][CH2:26]4)[C:20]([C:31]([NH2:33])=[O:32])=[CH:19][N:18]=3)=[CH:14][CH:15]=2)[CH2:8][CH2:9]1)(=[O:3])[CH3:2], predict the reactants needed to synthesize it. The reactants are: [C:1]([N:4]1[CH2:9][CH2:8][N:7]([C:10]2[CH:15]=[CH:14][C:13]([NH:16][C:17]3[N:22]=[C:21]([NH:23][CH2:24][CH:25]4[CH2:30][CH2:29][NH:28][CH2:27][CH2:26]4)[C:20]([C:31]([NH2:33])=[O:32])=[CH:19][N:18]=3)=[CH:12][CH:11]=2)[CH2:6][CH2:5]1)(=[O:3])[CH3:2].C(N(CC)CC)C.[CH3:41][S:42](Cl)(=[O:44])=[O:43].